From a dataset of Peptide-MHC class I binding affinity with 185,985 pairs from IEDB/IMGT. Regression. Given a peptide amino acid sequence and an MHC pseudo amino acid sequence, predict their binding affinity value. This is MHC class I binding data. (1) The peptide sequence is EPFLVQFWI. The MHC is HLA-A02:11 with pseudo-sequence HLA-A02:11. The binding affinity (normalized) is 0.0847. (2) The binding affinity (normalized) is 0.0847. The peptide sequence is IPRNRDNLL. The MHC is HLA-A29:02 with pseudo-sequence HLA-A29:02. (3) The peptide sequence is DAAAPLPPV. The binding affinity (normalized) is 0.238. The MHC is HLA-A02:19 with pseudo-sequence HLA-A02:19. (4) The peptide sequence is LAGAWGDLW. The MHC is Mamu-A2601 with pseudo-sequence Mamu-A2601. The binding affinity (normalized) is 0.